Dataset: Forward reaction prediction with 1.9M reactions from USPTO patents (1976-2016). Task: Predict the product of the given reaction. (1) Given the reactants Cl[C:2]1[CH:7]=[C:6](NC2N=CN=C(NC(C3CC3)=O)C=2)[C:5](=[O:21])[N:4]2[C:22]([C:27]3[CH:32]=[CH:31][CH:30]=[C:29](F)C=3)(C)[NH:23][C:24](=[O:25])[C:3]=12.[H-].[Na+].[CH3:36][O:37][C:38]1[CH:43]=[CH:42][C:41]([CH2:44][OH:45])=[CH:40][CH:39]=1.[CH3:46]N(C)C=O, predict the reaction product. The product is: [CH3:36][O:37][C:38]1[CH:43]=[CH:42][C:41]([CH2:44][O:45][C:6]2[C:5](=[O:21])[N:4]3[C:22]4([CH2:27][CH2:32][CH2:31][CH2:30][CH2:29]4)[NH:23][C:24](=[O:25])[C:3]3=[C:2]([CH3:46])[CH:7]=2)=[CH:40][CH:39]=1. (2) The product is: [CH3:60][N:61]1[C:69]([CH2:70][CH:71]2[CH2:11][CH2:9][N:8]([C:6]([O:5][C:1]([CH3:2])([CH3:3])[CH3:4])=[O:7])[CH2:73][CH2:72]2)=[N:68][C:67]2[C:62]1=[N:63][C:64]([N:83]1[C:87]3[CH:88]=[CH:89][CH:90]=[CH:91][C:86]=3[N:85]=[C:84]1[CH3:92])=[N:65][C:66]=2[N:77]1[CH2:78][CH2:79][O:80][CH2:81][CH2:82]1. Given the reactants [C:1]([O:5][C:6]([NH:8][C@H:9]([C:11](O)=O)C)=[O:7])([CH3:4])([CH3:3])[CH3:2].CN(C)C=O.CN(C(ON1N=NC2C=CC=NC1=2)=[N+](C)C)C.F[P-](F)(F)(F)(F)F.ON1C2C=CC=CC=2N=N1.C(N(CC)CC)C.[CH3:60][N:61]1[C:69]([CH2:70][CH:71]2CCN[CH2:73][CH2:72]2)=[N:68][C:67]2[C:62]1=[N:63][C:64]([N:83]1[C:87]3[CH:88]=[CH:89][CH:90]=[CH:91][C:86]=3[N:85]=[C:84]1[CH3:92])=[N:65][C:66]=2[N:77]1[CH2:82][CH2:81][O:80][CH2:79][CH2:78]1, predict the reaction product.